Dataset: Reaction yield outcomes from USPTO patents with 853,638 reactions. Task: Predict the reaction yield, written as a fraction of the theoretical maximum amount of product (1.0 means a 100% yield; for example, 0.34 means a 34% yield). (1) The product is [Cl:13][C:14]1[C:15]([N:20]2[C:24]3[N:25]=[CH:26][N:27]=[C:28]([O:29][C@@H:30]([CH2:34][CH2:33][OH:32])[C:31]([NH:12][C:9]4[CH:8]=[CH:7][C:6]([CH3:5])=[CH:11][N:10]=4)=[O:35])[C:23]=3[CH:22]=[N:21]2)=[N:16][CH:17]=[CH:18][CH:19]=1. The catalyst is C1(C)C=CC=CC=1.O.C(OCC)(=O)C. The yield is 0.698. The reactants are C[Al](C)C.[CH3:5][C:6]1[CH:7]=[CH:8][C:9]([NH2:12])=[N:10][CH:11]=1.[Cl:13][C:14]1[C:15]([N:20]2[C:24]3=[N:25][CH:26]=[N:27][C:28]([O:29][C@H:30]4[CH2:34][CH2:33][O:32][C:31]4=[O:35])=[C:23]3[CH:22]=[N:21]2)=[N:16][CH:17]=[CH:18][CH:19]=1.C(O)(=O)CC(CC(O)=O)(C(O)=O)O. (2) The reactants are [Cl:1][C:2]1[CH:7]=[CH:6][CH:5]=[CH:4][C:3]=1[C:8]1[C:19]([OH:20])=[N:18][C:11]2[N:12]=[C:13]([S:16][CH3:17])[N:14]=[CH:15][C:10]=2[CH:9]=1.[OH:21]OS([O-])=O.[K+].[OH2:27]. No catalyst specified. The product is [Cl:1][C:2]1[CH:7]=[CH:6][CH:5]=[CH:4][C:3]=1[C:8]1[C:19]([OH:20])=[N:18][C:11]2[N:12]=[C:13]([S:16]([CH3:17])(=[O:21])=[O:27])[N:14]=[CH:15][C:10]=2[CH:9]=1. The yield is 0.830.